Dataset: Retrosynthesis with 50K atom-mapped reactions and 10 reaction types from USPTO. Task: Predict the reactants needed to synthesize the given product. (1) Given the product C[C@H]1CN(c2ncc(-c3ccccc3)cc2C=O)C[C@@H](C)O1, predict the reactants needed to synthesize it. The reactants are: C[C@H]1CN(c2ncc(Br)cc2C=O)C[C@@H](C)O1.OB(O)c1ccccc1. (2) Given the product CCOC(=O)C(CC)CN(C(=O)OCc1ccccc1)[C@@H](C)C(=O)O, predict the reactants needed to synthesize it. The reactants are: CCOC(=O)C(CC)CN[C@@H](C)C(=O)O.O=C(Cl)OCc1ccccc1.